Dataset: Catalyst prediction with 721,799 reactions and 888 catalyst types from USPTO. Task: Predict which catalyst facilitates the given reaction. (1) The catalyst class is: 30. Product: [Cl:1][C:2]1[CH:3]=[C:4]([CH:9]=[C:10]([I:14])[C:11]=1[O:12][CH3:13])[C:5]([OH:7])=[O:6]. Reactant: [Cl:1][C:2]1[CH:3]=[C:4]([CH:9]=[C:10]([I:14])[C:11]=1[O:12][CH3:13])[C:5]([O:7]C)=[O:6].O.[OH-].[Li+]. (2) Reactant: [CH2:1]([CH:8]1[CH2:11][NH:10][CH2:9]1)[C:2]1[CH:7]=[CH:6][CH:5]=[CH:4][CH:3]=1.[C:12]1([CH2:18][CH2:19][CH2:20][C:21](Cl)=[O:22])[CH:17]=[CH:16][CH:15]=[CH:14][CH:13]=1.C(N(CC)CC)C. Product: [CH2:1]([CH:8]1[CH2:9][N:10]([C:21](=[O:22])[CH2:20][CH2:19][CH2:18][C:12]2[CH:17]=[CH:16][CH:15]=[CH:14][CH:13]=2)[CH2:11]1)[C:2]1[CH:7]=[CH:6][CH:5]=[CH:4][CH:3]=1. The catalyst class is: 4. (3) Product: [Cl:1][C:2]1[C:3]([C:8]2[CH:9]=[C:10]3[C:14](=[CH:15][CH:16]=2)[N:13]([C:17]([O:19][C:20]([CH3:23])([CH3:21])[CH3:22])=[O:18])[N:12]=[C:11]3[NH:24][C:25]2[S:26][C:27]([CH2:30][C:34]#[N:35])=[CH:28][N:29]=2)=[N:4][CH:5]=[CH:6][CH:7]=1. Reactant: [Cl:1][C:2]1[C:3]([C:8]2[CH:9]=[C:10]3[C:14](=[CH:15][CH:16]=2)[N:13]([C:17]([O:19][C:20]([CH3:23])([CH3:22])[CH3:21])=[O:18])[N:12]=[C:11]3[NH:24][C:25]2[S:26][C:27]([CH2:30]O)=[CH:28][N:29]=2)=[N:4][CH:5]=[CH:6][CH:7]=1.CC(C)(O)[C:34]#[N:35].N(C(N1CCCCC1)=O)=NC(N1CCCCC1)=O.C(P(CCCC)CCCC)CCC. The catalyst class is: 7. (4) Reactant: [C:1]([O:5][C:6]([N:8](C)[C@@H:9](C)C(N[C@@H](C1C=CC=CC=1)C(N1C2C(=CC=CC=2)C[C@H]1C(O)=O)=O)=O)=[O:7])([CH3:4])([CH3:3])[CH3:2].FC1C=CC(C)=C(CN)C=1.C(P1(=O)OP(=O)(CCC)OP(=O)(CCC)O1)CC.C(N(C(C)C)CC)(C)C. Product: [C:1]([O:5][C:6](=[O:7])[NH:8][CH3:9])([CH3:4])([CH3:3])[CH3:2]. The catalyst class is: 2. (5) Reactant: [Cl:1][C:2]1[CH:3]=[C:4]([C@H:8]([O:22][CH2:23][C:24](OC)([O:26]C)[CH3:25])[C@@H:9]2[CH2:14][CH2:13][CH2:12][N:11](C(OC(C)(C)C)=O)[CH2:10]2)[CH:5]=[CH:6][CH:7]=1.Cl. Product: [Cl:1][C:2]1[CH:3]=[C:4]([C@@H:8]([C@@H:9]2[CH2:14][CH2:13][CH2:12][NH:11][CH2:10]2)[O:22][CH2:23][C:24](=[O:26])[CH3:25])[CH:5]=[CH:6][CH:7]=1. The catalyst class is: 23. (6) Reactant: [C:1]([C:3]1[CH:4]=[C:5]2[C:9](=[CH:10][CH:11]=1)[NH:8][C:7](=[O:12])[C:6]2([N:24]1[CH2:43][C:26]2([CH2:29][N:28]([CH:30]3[CH2:35][CH2:34][N:33](C(OC(C)(C)C)=O)[CH2:32][CH2:31]3)[CH2:27]2)[CH2:25]1)[C:13]1[CH:18]=[C:17]([O:19][CH3:20])[CH:16]=[CH:15][C:14]=1[O:21][CH2:22][CH3:23])#[N:2].[C:44]([OH:50])([C:46]([F:49])([F:48])[F:47])=[O:45]. Product: [F:47][C:46]([F:49])([F:48])[C:44]([OH:50])=[O:45].[F:47][C:46]([F:49])([F:48])[C:44]([OH:50])=[O:45].[F:47][C:46]([F:49])([F:48])[C:44]([OH:50])=[O:45].[CH2:22]([O:21][C:14]1[CH:15]=[CH:16][C:17]([O:19][CH3:20])=[CH:18][C:13]=1[C:6]1([N:24]2[CH2:43][C:26]3([CH2:29][N:28]([CH:30]4[CH2:31][CH2:32][NH:33][CH2:34][CH2:35]4)[CH2:27]3)[CH2:25]2)[C:5]2[C:9](=[CH:10][CH:11]=[C:3]([C:1]#[N:2])[CH:4]=2)[NH:8][C:7]1=[O:12])[CH3:23]. The catalyst class is: 2. (7) Reactant: [NH2:1][C:2]1[S:3][C:4]([CH:7]2[CH2:9][CH2:8]2)=[N:5][N:6]=1.[Cl:10][C:11]1[C:16]2[O:17][C:18]3[C:27]([CH3:28])=[CH:26][C:25]([C:29]([OH:31])=[O:30])=[CH:24][C:19]=3[S:20](=[O:23])(=[O:22])[CH2:21][C:15]=2[CH:14]=[C:13]([S:32](Cl)(=[O:34])=[O:33])[CH:12]=1.N1C=CC=CC=1. Product: [Cl:10][C:11]1[C:16]2[O:17][C:18]3[C:27]([CH3:28])=[CH:26][C:25]([C:29]([OH:31])=[O:30])=[CH:24][C:19]=3[S:20](=[O:23])(=[O:22])[CH2:21][C:15]=2[CH:14]=[C:13]([S:32](=[O:33])(=[O:34])[NH:1][C:2]2[S:3][C:4]([CH:7]3[CH2:9][CH2:8]3)=[N:5][N:6]=2)[CH:12]=1. The catalyst class is: 13. (8) Reactant: [CH3:1][C:2]([N:12]1[CH2:16][CH2:15][CH2:14][CH:13]1[CH3:17])([CH3:11])[CH:3]([NH2:10])[C:4]1[CH:9]=[CH:8][CH:7]=[CH:6][CH:5]=1.[Cl:18][C:19]1[C:27]([C:28]([F:31])([F:30])[F:29])=[CH:26][CH:25]=[CH:24][C:20]=1[C:21](O)=[O:22].C(Cl)CCl.C1C=CC2N(O)N=NC=2C=1.C(=O)([O-])O.[Na+]. Product: [Cl:18][C:19]1[C:27]([C:28]([F:29])([F:30])[F:31])=[CH:26][CH:25]=[CH:24][C:20]=1[C:21]([NH:10][CH:3]([C:4]1[CH:9]=[CH:8][CH:7]=[CH:6][CH:5]=1)[C:2]([CH3:1])([N:12]1[CH2:16][CH2:15][CH2:14][CH:13]1[CH3:17])[CH3:11])=[O:22]. The catalyst class is: 2.